Task: Predict the product of the given reaction.. Dataset: Forward reaction prediction with 1.9M reactions from USPTO patents (1976-2016) (1) Given the reactants Cl[C:2]1[C:7]([C:8]#[N:9])=[C:6]([Cl:10])[N:5]=[C:4]([S:11][CH3:12])[N:3]=1.[N:13]1[CH:18]=[CH:17][CH:16]=[N:15][C:14]=1[C:19]1[CH:20]=[C:21]([CH:23]=[CH:24][CH:25]=1)[NH2:22].CCN(C(C)C)C(C)C, predict the reaction product. The product is: [Cl:10][C:6]1[C:7]([C:8]#[N:9])=[C:2]([NH:22][C:21]2[CH:23]=[CH:24][CH:25]=[C:19]([C:14]3[N:13]=[CH:18][CH:17]=[CH:16][N:15]=3)[CH:20]=2)[N:3]=[C:4]([S:11][CH3:12])[N:5]=1. (2) Given the reactants [N:1]([C:4]1[CH:5]=[C:6]2[C:10](=[CH:11][CH:12]=1)[CH2:9][CH2:8][CH2:7]2)=[C:2]=[O:3].[NH2:13][C:14]1[CH:19]=[CH:18][C:17]([C:20]2[O:24][C:23]([C:25]([NH:27][CH:28]([CH:33]([CH3:35])[CH3:34])[C:29]([O:31][CH3:32])=[O:30])=[O:26])=[N:22][CH:21]=2)=[CH:16][CH:15]=1, predict the reaction product. The product is: [CH2:9]1[C:10]2[C:6](=[CH:5][C:4]([NH:1][C:2](=[O:3])[NH:13][C:14]3[CH:19]=[CH:18][C:17]([C:20]4[O:24][C:23]([C:25]([NH:27][C@@H:28]([CH:33]([CH3:35])[CH3:34])[C:29]([O:31][CH3:32])=[O:30])=[O:26])=[N:22][CH:21]=4)=[CH:16][CH:15]=3)=[CH:12][CH:11]=2)[CH2:7][CH2:8]1. (3) Given the reactants C(OC([NH:7][C@H:8]([C:15]([NH:17][C:18]1[CH:19]=[C:20]([CH2:25][C@H:26]([CH3:32])[C:27]([O:29][CH2:30][CH3:31])=[O:28])[CH:21]=[CH:22][C:23]=1[Cl:24])=[O:16])[CH:9]([C:11]([F:14])([F:13])[F:12])[CH3:10])=O)C=C.CC1(C)CC(=O)CC(=O)C1, predict the reaction product. The product is: [Cl:24][C:23]1[CH:22]=[CH:21][C:20]([CH2:25][C@H:26]([CH3:32])[C:27]([O:29][CH2:30][CH3:31])=[O:28])=[CH:19][C:18]=1[NH:17][C:15](=[O:16])[C@H:8]([CH:9]([C:11]([F:14])([F:13])[F:12])[CH3:10])[NH2:7]. (4) The product is: [Cl:20][C:21]1[CH:22]=[C:23]([N:24]=[C:2]=[O:4])[CH:25]=[C:26]([CH3:28])[CH:27]=1. Given the reactants Cl[C:2](Cl)([O:4]C(=O)OC(Cl)(Cl)Cl)Cl.C1(C)C=CC=CC=1.[Cl:20][C:21]1[CH:22]=[C:23]([CH:25]=[C:26]([CH3:28])[CH:27]=1)[NH2:24], predict the reaction product. (5) Given the reactants [Cl:1][C:2]1[CH:7]=[CH:6][CH:5]=[CH:4][C:3]=1[C:8]1[C:14]2[CH:15]=[C:16]([C:21]#[N:22])[C:17]([O:19][CH3:20])=[CH:18][C:13]=2[NH:12][C:11](=O)[CH2:10][N:9]=1.COC1C=CC(P2(SP(C3C=CC(OC)=CC=3)(=S)S2)=[S:33])=CC=1, predict the reaction product. The product is: [Cl:1][C:2]1[CH:7]=[CH:6][CH:5]=[CH:4][C:3]=1[C:8]1[C:14]2[CH:15]=[C:16]([C:21]#[N:22])[C:17]([O:19][CH3:20])=[CH:18][C:13]=2[NH:12][C:11](=[S:33])[CH2:10][N:9]=1. (6) Given the reactants Cl[C:2](Cl)([O:4]C(=O)OC(Cl)(Cl)Cl)Cl.[CH3:13][O:14][CH2:15][CH2:16][NH2:17].C(N(CC)CC)C.[CH3:25][C:26]1[O:30][N:29]=[C:28]([C:31]2[CH:36]=[CH:35][CH:34]=[CH:33][CH:32]=2)[C:27]=1[C:37]1[CH2:38][CH2:39][NH:40][CH2:41][CH:42]=1, predict the reaction product. The product is: [CH3:13][O:14][CH2:15][CH2:16][NH:17][C:2]([N:40]1[CH2:39][CH:38]=[C:37]([C:27]2[C:28]([C:31]3[CH:36]=[CH:35][CH:34]=[CH:33][CH:32]=3)=[N:29][O:30][C:26]=2[CH3:25])[CH2:42][CH2:41]1)=[O:4]. (7) Given the reactants Br[CH2:2][C:3]1[C:12]2[C:7](=[CH:8][CH:9]=[CH:10][CH:11]=2)[C:6]([C:13]([NH:15][C:16]2[C:17]([C:22]([NH:24][CH2:25][CH:26]3[CH2:31][CH2:30][CH2:29][CH2:28][N:27]3[C:32]([O:34][C:35]([CH3:38])([CH3:37])[CH3:36])=[O:33])=[O:23])=[N:18][CH:19]=[CH:20][CH:21]=2)=[O:14])=[CH:5][CH:4]=1.[NH:39]1[CH:43]=[N:42][CH:41]=[N:40]1, predict the reaction product. The product is: [N:39]1([CH2:2][C:3]2[C:12]3[C:7](=[CH:8][CH:9]=[CH:10][CH:11]=3)[C:6]([C:13]([NH:15][C:16]3[C:17]([C:22]([NH:24][CH2:25][CH:26]4[CH2:31][CH2:30][CH2:29][CH2:28][N:27]4[C:32]([O:34][C:35]([CH3:38])([CH3:37])[CH3:36])=[O:33])=[O:23])=[N:18][CH:19]=[CH:20][CH:21]=3)=[O:14])=[CH:5][CH:4]=2)[CH:43]=[N:42][CH:41]=[N:40]1. (8) Given the reactants [O:1]1[C:6]2[CH:7]=[CH:8][CH:9]=[CH:10][C:5]=2[N:4]([CH2:11][CH2:12][O:13][C:14]2[CH:21]=[CH:20][CH:19]=[CH:18][C:15]=2C=O)[CH2:3][CH2:2]1.Cl.C([O:25][C:26](=[O:29])[CH2:27]N)C.[CH2:30]([N:32](CC)[CH2:33]C)[CH3:31].[BH4-].[Na+], predict the reaction product. The product is: [C:26]([O:25][N:32]([CH2:30][CH3:31])[CH2:33][C:19]1[CH:18]=[CH:15][C:14]([O:13][CH2:12][CH2:11][N:4]2[C:5]3[CH:10]=[CH:9][CH:8]=[CH:7][C:6]=3[O:1][CH2:2][CH2:3]2)=[CH:21][CH:20]=1)(=[O:29])[CH3:27].